Dataset: Reaction yield outcomes from USPTO patents with 853,638 reactions. Task: Predict the reaction yield, written as a fraction of the theoretical maximum amount of product (1.0 means a 100% yield; for example, 0.34 means a 34% yield). (1) The reactants are [NH2:1][C@@H:2]([CH2:6][OH:7])[C:3]([OH:5])=[O:4].C(=O)([O-])[O-].[Na+].[Na+].[F:14][C:15]1[CH:23]=[CH:22][C:18]([C:19](Cl)=[O:20])=[CH:17][CH:16]=1. The catalyst is O.O1CCOCC1.O.O1CCOCC1. The product is [F:14][C:15]1[CH:23]=[CH:22][C:18]([C:19]([NH:1][C@@H:2]([CH2:6][OH:7])[C:3]([OH:5])=[O:4])=[O:20])=[CH:17][CH:16]=1. The yield is 0.990. (2) The reactants are C[O:2][C:3]1[CH:20]=[CH:19][C:18]2[C:17]3[C:12](=[CH:13][CH:14]=[CH:15][CH:16]=3)[C:11]3[C:6](=[CH:7][CH:8]=[CH:9][C:10]=3[O:21]C)[C:5]=2[CH:4]=1.Cl.N1C=CC=CC=1. The catalyst is O. The product is [OH:2][C:3]1[CH:20]=[CH:19][C:18]2[C:17]3[C:12](=[CH:13][CH:14]=[CH:15][CH:16]=3)[C:11]3[C:6](=[CH:7][CH:8]=[CH:9][C:10]=3[OH:21])[C:5]=2[CH:4]=1. The yield is 0.960. (3) The reactants are C([O:4][CH2:5][C:6]1[C:7]([N:38]2[N:47]=[CH:46][C:45]3[C:40](=[C:41]([F:52])[CH:42]=[C:43]([C:48]([CH3:51])([CH3:50])[CH3:49])[CH:44]=3)[C:39]2=[O:53])=[N:8][CH:9]=[CH:10][C:11]=1[C:12]1[CH:17]=[C:16]([NH:18][C:19]2[CH:24]=[CH:23][C:22]([N:25]3[CH2:30][CH2:29][N:28]([CH:31]4[CH2:34][O:33][CH2:32]4)[CH2:27][C@@H:26]3[CH3:35])=[CH:21][N:20]=2)[C:15](=[O:36])[N:14]([CH3:37])[N:13]=1)(=O)C.[OH-].[Li+]. The catalyst is C1COCC1.C(O)(C)C.O. The product is [C:48]([C:43]1[CH:44]=[C:45]2[C:40](=[C:41]([F:52])[CH:42]=1)[C:39](=[O:53])[N:38]([C:7]1[C:6]([CH2:5][OH:4])=[C:11]([C:12]3[CH:17]=[C:16]([NH:18][C:19]4[CH:24]=[CH:23][C:22]([N:25]5[CH2:30][CH2:29][N:28]([CH:31]6[CH2:34][O:33][CH2:32]6)[CH2:27][C@@H:26]5[CH3:35])=[CH:21][N:20]=4)[C:15](=[O:36])[N:14]([CH3:37])[N:13]=3)[CH:10]=[CH:9][N:8]=1)[N:47]=[CH:46]2)([CH3:50])([CH3:49])[CH3:51]. The yield is 0.950. (4) The catalyst is CN(C=O)C. The reactants are [O:1]1[C:5]2[CH:6]=[CH:7][C:8]([C:10]3([C:13]([NH:15][C:16]4[CH:21]=[C:20]([C:22]5[CH:27]=[CH:26][C:25]([C:28](=[O:32])[N:29]([CH3:31])[CH3:30])=[CH:24][CH:23]=5)[C:19]([C:33](O)=[O:34])=[CH:18][CH:17]=4)=[O:14])[CH2:12][CH2:11]3)=[CH:9][C:4]=2[O:3][CH2:2]1.CN.O1CCCC1.C[CH2:44][N:45](CC)CC.F[P-](F)(F)(F)(F)F.N1(OC(N(C)C)=[N+](C)C)C2N=CC=CC=2N=N1. The product is [O:1]1[C:5]2[CH:6]=[CH:7][C:8]([C:10]3([C:13]([NH:15][C:16]4[CH:21]=[C:20]([C:22]5[CH:27]=[CH:26][C:25]([C:28]([N:29]([CH3:30])[CH3:31])=[O:32])=[CH:24][CH:23]=5)[C:19]([C:33]([NH:45][CH3:44])=[O:34])=[CH:18][CH:17]=4)=[O:14])[CH2:11][CH2:12]3)=[CH:9][C:4]=2[O:3][CH2:2]1. The yield is 0.100. (5) The reactants are [CH2:1]([O:3][C:4]([C:6]1[CH:7]=[N:8][N:9]([C:12]2[CH:17]=[C:16]([C:18]([OH:20])=O)[CH:15]=[CH:14][C:13]=2[CH3:21])[C:10]=1[NH2:11])=[O:5])[CH3:2].CCN=C=N[CH2:27][CH2:28][CH2:29][N:30](C)C.C1C=CC2N(O)N=NC=2C=1.C(N(C(C)C)CC)(C)C.C1(N)CC1. The catalyst is CN(C=O)C.CCOC(C)=O.O. The product is [CH2:1]([O:3][C:4]([C:6]1[CH:7]=[N:8][N:9]([C:12]2[CH:17]=[C:16]([C:18](=[O:20])[NH:30][CH:29]3[CH2:27][CH2:28]3)[CH:15]=[CH:14][C:13]=2[CH3:21])[C:10]=1[NH2:11])=[O:5])[CH3:2]. The yield is 0.790. (6) The reactants are [N+:1]([C:4]1[CH:9]=[CH:8][C:7](B(O)O)=[CH:6][CH:5]=1)([O-:3])=[O:2].[S:13]1[CH2:18][CH:17]=[C:16](OS(C(F)(F)F)(=O)=O)[CH2:15][CH2:14]1.[Cl-].[Li+].C([O-])([O-])=O.[Na+].[Na+]. The catalyst is O1CCOCC1.C1C=CC([P]([Pd]([P](C2C=CC=CC=2)(C2C=CC=CC=2)C2C=CC=CC=2)([P](C2C=CC=CC=2)(C2C=CC=CC=2)C2C=CC=CC=2)[P](C2C=CC=CC=2)(C2C=CC=CC=2)C2C=CC=CC=2)(C2C=CC=CC=2)C2C=CC=CC=2)=CC=1.CCOC(C)=O. The product is [N+:1]([C:4]1[CH:9]=[CH:8][C:7]([C:16]2[CH2:17][CH2:18][S:13][CH2:14][CH:15]=2)=[CH:6][CH:5]=1)([O-:3])=[O:2]. The yield is 0.850. (7) The reactants are [N:1]1[CH:6]=[CH:5][C:4]([N:7]2[CH2:12][CH2:11][CH:10]([C:13](Cl)=[O:14])[CH2:9][CH2:8]2)=[CH:3][CH:2]=1.[CH3:16][C:17]1[CH:22]=[CH:21][C:20]([C:23]2[CH:28]=[CH:27][C:26]([S:29]([N:32]3[CH2:37][CH2:36][NH:35][CH2:34][CH2:33]3)(=[O:31])=[O:30])=[CH:25][CH:24]=2)=[CH:19][CH:18]=1. No catalyst specified. The product is [CH3:16][C:17]1[CH:22]=[CH:21][C:20]([C:23]2[CH:24]=[CH:25][C:26]([S:29]([N:32]3[CH2:37][CH2:36][N:35]([C:13]([CH:10]4[CH2:11][CH2:12][N:7]([C:4]5[CH:5]=[CH:6][N:1]=[CH:2][CH:3]=5)[CH2:8][CH2:9]4)=[O:14])[CH2:34][CH2:33]3)(=[O:31])=[O:30])=[CH:27][CH:28]=2)=[CH:19][CH:18]=1. The yield is 0.670. (8) The reactants are [O:1]1[CH2:6][CH2:5][N:4]([S:7]([C:10]2[CH:11]=[C:12]([CH:16]=[CH:17][CH:18]=2)[C:13]([OH:15])=O)(=[O:9])=[O:8])[CH2:3][CH2:2]1.N1(O)C2C=CC=CC=2N=N1.C(Cl)CCl.C(=O)(O)[O-].[Na+].[Cl:38][C:39]1[CH:44]=[CH:43][C:42]([OH:45])=[C:41]([C:46]2[CH:50]=[CH:49][NH:48][N:47]=2)[CH:40]=1. The catalyst is C1COCC1. The product is [Cl:38][C:39]1[CH:44]=[CH:43][C:42]([OH:45])=[C:41]([C:46]2[CH:50]=[CH:49][N:48]([C:13]([C:12]3[CH:16]=[CH:17][CH:18]=[C:10]([S:7]([N:4]4[CH2:3][CH2:2][O:1][CH2:6][CH2:5]4)(=[O:8])=[O:9])[CH:11]=3)=[O:15])[N:47]=2)[CH:40]=1. The yield is 0.510. (9) The reactants are [C:1]1(=O)[CH2:6][CH2:5][CH2:4][CH2:3][CH2:2]1.[CH2:8]([N:15]1[CH2:20][CH2:19][NH:18][CH2:17][CH2:16]1)[C:9]1[CH:14]=[CH:13][CH:12]=[CH:11][CH:10]=1.[C-:21]#[N:22].[K+]. The catalyst is O. The product is [C:21]([C:1]1([N:18]2[CH2:19][CH2:20][N:15]([CH2:8][C:9]3[CH:10]=[CH:11][CH:12]=[CH:13][CH:14]=3)[CH2:16][CH2:17]2)[CH2:6][CH2:5][CH2:4][CH2:3][CH2:2]1)#[N:22]. The yield is 1.00.